This data is from Reaction yield outcomes from USPTO patents with 853,638 reactions. The task is: Predict the reaction yield, written as a fraction of the theoretical maximum amount of product (1.0 means a 100% yield; for example, 0.34 means a 34% yield). (1) The reactants are [OH:1][C:2]1[CH:3]=[C:4]2[C:9](=[CH:10][C:11]=1[O:12][CH3:13])[N:8]=[CH:7][NH:6][C:5]2=[O:14].C([O-])([O-])=O.[Cs+].[Cs+].Br[CH2:22][CH3:23]. The catalyst is O.CC#N.CO. The product is [CH2:22]([O:1][C:2]1[CH:3]=[C:4]2[C:9](=[CH:10][C:11]=1[O:12][CH3:13])[N:8]=[CH:7][NH:6][C:5]2=[O:14])[CH3:23]. The yield is 0.480. (2) The reactants are [CH2:1]([NH:8][CH:9]1[CH2:12][N:11]([C:13]([CH3:32])([CH3:31])[CH2:14][CH2:15][C:16]([C:25]2[CH:30]=[CH:29][CH:28]=[CH:27][CH:26]=2)([C:19]2[CH:24]=[CH:23][CH:22]=[CH:21][CH:20]=2)[C:17]#[N:18])[CH2:10]1)[C:2]1[CH:7]=[CH:6][CH:5]=[CH:4][CH:3]=1.[OH-:33].[K+]. The yield is 0.920. The product is [CH2:1]([NH:8][CH:9]1[CH2:10][N:11]([C:13]([CH3:32])([CH3:31])[CH2:14][CH2:15][C:16]([C:19]2[CH:20]=[CH:21][CH:22]=[CH:23][CH:24]=2)([C:25]2[CH:26]=[CH:27][CH:28]=[CH:29][CH:30]=2)[C:17]([NH2:18])=[O:33])[CH2:12]1)[C:2]1[CH:3]=[CH:4][CH:5]=[CH:6][CH:7]=1. The catalyst is CC(O)(CC)CC.